Dataset: Forward reaction prediction with 1.9M reactions from USPTO patents (1976-2016). Task: Predict the product of the given reaction. (1) Given the reactants Cl[C:2]1[N:3]=[C:4]([N:12]2[CH2:17][CH2:16][O:15][CH2:14][C@@H:13]2[CH3:18])[C:5]2[CH2:10][N:9]([CH3:11])[CH2:8][C:6]=2[N:7]=1.[F:19][C:20]1[C:25]([F:26])=[C:24](B2OC(C)(C)C(C)(C)O2)[CH:23]=[CH:22][C:21]=1[NH:36][C:37]([NH:39][CH2:40][CH3:41])=[O:38], predict the reaction product. The product is: [F:19][C:20]1[C:25]([F:26])=[C:24]([C:2]2[N:3]=[C:4]([N:12]3[CH2:17][CH2:16][O:15][CH2:14][C@@H:13]3[CH3:18])[C:5]3[CH2:10][N:9]([CH3:11])[CH2:8][C:6]=3[N:7]=2)[CH:23]=[CH:22][C:21]=1[NH:36][C:37]([NH:39][CH2:40][CH3:41])=[O:38]. (2) The product is: [NH2:44][C:43]1[N:42]([CH3:45])[N:41]=[CH:40][C:39]=1[NH:38][C:1]([NH:13][CH2:14][CH2:15][NH:16][C:17]([O:18][C:19]([CH3:20])([CH3:22])[CH3:21])=[O:23])=[O:2]. Given the reactants [C:1](N1C=CN=C1)(N1C=CN=C1)=[O:2].[NH2:13][CH2:14][CH2:15][NH:16][C:17](=[O:23])[O:18][C:19]([CH3:22])([CH3:21])[CH3:20].C(N(C(C)C)C(C)C)C.S(=O)(=O)(O)O.[NH2:38][C:39]1[CH:40]=[N:41][N:42]([CH3:45])[C:43]=1[NH2:44], predict the reaction product.